This data is from Reaction yield outcomes from USPTO patents with 853,638 reactions. The task is: Predict the reaction yield, written as a fraction of the theoretical maximum amount of product (1.0 means a 100% yield; for example, 0.34 means a 34% yield). (1) The reactants are [C:1]([N:6]1[CH2:11][CH2:10][N:9]([C:12]([C:14]2[CH:15]=[C:16]([CH:20]3[C:29](=O)[C:28]4[C:27]([C:31]([O:33]C)=O)=[CH:26][CH:25]=[CH:24][C:23]=4[NH:22][CH:21]3[C:35]3[CH:40]=[CH:39][N:38]=[CH:37][CH:36]=3)[CH:17]=[CH:18][CH:19]=2)=[O:13])[CH2:8][CH2:7]1)(=[O:5])[CH:2]([CH3:4])[CH3:3].O.[NH2:42][NH2:43]. The catalyst is CO. The product is [C:1]([N:6]1[CH2:7][CH2:8][N:9]([C:12]([C:14]2[CH:15]=[C:16]([CH:20]3[C:29]4=[N:42][NH:43][C:31](=[O:33])[C:27]5[CH:26]=[CH:25][CH:24]=[C:23]([C:28]=54)[NH:22][CH:21]3[C:35]3[CH:40]=[CH:39][N:38]=[CH:37][CH:36]=3)[CH:17]=[CH:18][CH:19]=2)=[O:13])[CH2:10][CH2:11]1)(=[O:5])[CH:2]([CH3:3])[CH3:4]. The yield is 0.0800. (2) The reactants are FC(F)(F)[C:3]([OH:5])=[O:4].C(O[BH-](OC(=O)C)OC(=O)C)(=O)C.[Na+].[NH2:22][C:23]1[C:24]([C:28]2[N:32]([C:33]3[CH:38]=[CH:37][C:36]([F:39])=[C:35]([Br:40])[CH:34]=3)C(=O)O[N:29]=2)=[N:25][O:26][N:27]=1.O=[CH:43][CH2:44][NH:45][C:46](=[O:52])[O:47][C:48]([CH3:51])([CH3:50])[CH3:49]. The catalyst is C1COCC1. The product is [Br:40][C:35]1[CH:34]=[C:33]([N:32]2[C:28]([C:24]3[C:23]([NH:22][CH2:43][CH2:44][NH:45][C:46](=[O:52])[O:47][C:48]([CH3:51])([CH3:50])[CH3:49])=[N:27][O:26][N:25]=3)=[N:29][C:3](=[O:4])[O:5]2)[CH:38]=[CH:37][C:36]=1[F:39]. The yield is 0.805.